Dataset: Cav3 T-type calcium channel HTS with 100,875 compounds. Task: Binary Classification. Given a drug SMILES string, predict its activity (active/inactive) in a high-throughput screening assay against a specified biological target. The drug is O=C(NCCc1ccccc1)c1ccc(n2nnnc2)cc1. The result is 0 (inactive).